Dataset: Forward reaction prediction with 1.9M reactions from USPTO patents (1976-2016). Task: Predict the product of the given reaction. (1) Given the reactants [OH:1][C:2]1[CH:3]=[C:4]([C:11]([N:13]2[CH2:16][CH:15]([O:17][CH3:18])[CH2:14]2)=[O:12])[CH:5]=[CH:6][C:7]=1[N+:8]([O-:10])=[O:9].I[CH2:20][CH3:21].C(=O)([O-])[O-].[K+].[K+], predict the reaction product. The product is: [CH2:20]([O:1][C:2]1[CH:3]=[C:4]([C:11]([N:13]2[CH2:16][CH:15]([O:17][CH3:18])[CH2:14]2)=[O:12])[CH:5]=[CH:6][C:7]=1[N+:8]([O-:10])=[O:9])[CH3:21]. (2) Given the reactants [Cl:1][C:2]1[CH:10]=[CH:9][CH:8]=[C:7]2[C:3]=1[CH:4]=[CH:5][N:6]2[C@@H:11]1[S:28][C@H:27]([CH2:29][O:30]C(=O)C)[C@@H:22]([O:23]C(=O)C)[C@H:17]([O:18]C(=O)C)[C@H:12]1[O:13]C(=O)C.[CH2:34]([O:36][C:37]1[CH:45]=[CH:44][C:40]([C:41](Cl)=O)=[CH:39][CH:38]=1)[CH3:35], predict the reaction product. The product is: [Cl:1][C:2]1[CH:10]=[CH:9][CH:8]=[C:7]2[C:3]=1[C:4]([CH2:41][C:40]1[CH:44]=[CH:45][C:37]([O:36][CH2:34][CH3:35])=[CH:38][CH:39]=1)=[CH:5][N:6]2[C@@H:11]1[S:28][C@H:27]([CH2:29][OH:30])[C@@H:22]([OH:23])[C@H:17]([OH:18])[C@H:12]1[OH:13]. (3) Given the reactants [NH2:1][C:2]1[CH:7]=[C:6]([S:8]([C:10]([F:13])([F:12])[F:11])=[O:9])[CH:5]=[CH:4][C:3]=1[OH:14].[CH2:15]([S:17]([C:20]1[C:21]([C:26](Cl)=[O:27])=[N:22][CH:23]=[CH:24][CH:25]=1)(=[O:19])=[O:18])[CH3:16], predict the reaction product. The product is: [CH2:15]([S:17]([C:20]1[C:21]([C:26]([NH:1][C:2]2[CH:7]=[C:6]([S:8]([C:10]([F:13])([F:11])[F:12])=[O:9])[CH:5]=[CH:4][C:3]=2[OH:14])=[O:27])=[N:22][CH:23]=[CH:24][CH:25]=1)(=[O:18])=[O:19])[CH3:16]. (4) Given the reactants [N:1]1[CH:6]=[CH:5][C:4]([NH:7][C:8]2[CH:13]=[CH:12][C:11](N)=[CH:10][CH:9]=2)=[CH:3][CH:2]=1.[N:15]1[CH:20]=CC=CC=1.[N+:21]([C:24]1[CH:32]=[CH:31][C:27](C(Cl)=O)=[CH:26][CH:25]=1)([O-:23])=[O:22].N.[O:34]1CCOCC1, predict the reaction product. The product is: [N+:21]([C:24]1[CH:25]=[CH:26][C:27]([NH:15][C:20](=[O:34])[C:11]2[CH:12]=[CH:13][C:8]([NH:7][C:4]3[CH:5]=[CH:6][N:1]=[CH:2][CH:3]=3)=[CH:9][CH:10]=2)=[CH:31][CH:32]=1)([O-:23])=[O:22]. (5) Given the reactants [C:1]([C:5]1[CH:23]=[CH:22][C:8]2[CH2:9][CH:10]([CH3:21])[NH:11][N:12]=[C:13]([C:14]3[CH:19]=[CH:18][C:17]([Cl:20])=[CH:16][CH:15]=3)[C:7]=2[CH:6]=1)([CH3:4])([CH3:3])[CH3:2].[C:24](OC(=O)C)(=[O:26])[CH3:25].C(=O)(O)[O-].[Na+], predict the reaction product. The product is: [C:1]([C:5]1[CH:23]=[CH:22][C:8]2[CH2:9][CH:10]([CH3:21])[N:11]([C:24](=[O:26])[CH3:25])[N:12]=[C:13]([C:14]3[CH:15]=[CH:16][C:17]([Cl:20])=[CH:18][CH:19]=3)[C:7]=2[CH:6]=1)([CH3:2])([CH3:4])[CH3:3]. (6) Given the reactants FC(F)(F)C(O)=O.[Cl:8][C:9]1[C:10]([C:30]2[C:38]3[C:33](=[CH:34][CH:35]=[CH:36][CH:37]=3)[N:32]([S:39]([C:42]3[CH:47]=[CH:46][CH:45]=[CH:44][CH:43]=3)(=[O:41])=[O:40])[CH:31]=2)=[N:11][C:12]([NH:15][CH2:16][CH:17]2[CH2:22][CH2:21][CH2:20][N:19](C(OC(C)(C)C)=O)[CH2:18]2)=[N:13][CH:14]=1, predict the reaction product. The product is: [Cl:8][C:9]1[C:10]([C:30]2[C:38]3[C:33](=[CH:34][CH:35]=[CH:36][CH:37]=3)[N:32]([S:39]([C:42]3[CH:47]=[CH:46][CH:45]=[CH:44][CH:43]=3)(=[O:41])=[O:40])[CH:31]=2)=[N:11][C:12]([NH:15][CH2:16][CH:17]2[CH2:22][CH2:21][CH2:20][NH:19][CH2:18]2)=[N:13][CH:14]=1. (7) The product is: [CH3:11][O:12][C:13]1[CH:14]=[C:7]2[C:16](=[CH:23][CH:24]=1)[NH:17][C:18]([CH3:26])=[C:4]([C:3]([O:9][CH3:10])=[O:8])[C:5]2=[O:6]. Given the reactants [H-].[Na+].[C:3]([O:9][CH3:10])(=[O:8])[CH2:4][C:5]([CH3:7])=[O:6].[CH3:11][O:12][C:13]1[CH:24]=[CH:23][C:16]2[NH:17][C:18](=O)OC(=O)C=2[CH:14]=1.O.[CH3:26]C(N(C)C)=O, predict the reaction product.